From a dataset of Reaction yield outcomes from USPTO patents with 853,638 reactions. Predict the reaction yield, written as a fraction of the theoretical maximum amount of product (1.0 means a 100% yield; for example, 0.34 means a 34% yield). The reactants are Cl.[NH:2]1[CH2:7][CH2:6][CH2:5][C@@H:4]([C:8]2[N:12]3[C:13]4[CH:19]=[CH:18][NH:17][C:14]=4[N:15]=[CH:16][C:11]3=[CH:10][N:9]=2)[CH2:3]1.Cl[C:21]([O:23][CH:24]1[CH2:28][CH2:27][CH2:26][CH2:25]1)=[O:22]. The catalyst is C1COCC1.C(Cl)Cl. The product is [C:8]1([C@@H:4]2[CH2:5][CH2:6][CH2:7][N:2]([C:21]([O:23][CH:24]3[CH2:28][CH2:27][CH2:26][CH2:25]3)=[O:22])[CH2:3]2)[N:12]2[C:13]3[CH:19]=[CH:18][NH:17][C:14]=3[N:15]=[CH:16][C:11]2=[CH:10][N:9]=1. The yield is 0.210.